Dataset: CYP2D6 inhibition data for predicting drug metabolism from PubChem BioAssay. Task: Regression/Classification. Given a drug SMILES string, predict its absorption, distribution, metabolism, or excretion properties. Task type varies by dataset: regression for continuous measurements (e.g., permeability, clearance, half-life) or binary classification for categorical outcomes (e.g., BBB penetration, CYP inhibition). Dataset: cyp2d6_veith. (1) The compound is O=c1[nH]c(SCc2ccccc2[N+](=O)[O-])nc2nc[nH]c12. The result is 0 (non-inhibitor). (2) The drug is O=C(CP(=O)(c1ccccc1)c1ccccc1)Nn1cnnc1. The result is 0 (non-inhibitor). (3) The molecule is CCOC(=O)C1=C(O)C(Nc2nccs2)(C(F)(F)F)N=C1C. The result is 0 (non-inhibitor).